Dataset: Full USPTO retrosynthesis dataset with 1.9M reactions from patents (1976-2016). Task: Predict the reactants needed to synthesize the given product. (1) Given the product [C:63]([C:61]1[CH:60]=[CH:59][C:52]2[N:53]([CH2:54][CH2:55][CH:56]([CH3:57])[CH3:58])[C:49]([CH2:48][N:45]3[C:44]4[CH:67]=[CH:68][C:41]([C:39]([NH2:40])=[NH:38])=[CH:42][C:43]=4[N:47]=[N:46]3)=[N:50][C:51]=2[CH:62]=1)(=[NH:64])[NH2:66], predict the reactants needed to synthesize it. The reactants are: C(OC(=O)CN1C2C=CC=CC=2N(CC2N(CCC(C)C)C3C=CC(C(=N)N)=CC=3N=2)C1=O)(C)(C)C.O[NH:38][C:39]([C:41]1[CH:68]=[CH:67][C:44]2[N:45]([CH2:48][C:49]3[N:53]([CH2:54][CH2:55][CH:56]([CH3:58])[CH3:57])[C:52]4[CH:59]=[CH:60][C:61]([C:63](=[NH:66])[NH:64]O)=[CH:62][C:51]=4[N:50]=3)[N:46]=[N:47][C:43]=2[CH:42]=1)=[NH:40]. (2) The reactants are: [C:1]([C:3]1[C:20](F)=[CH:19][CH:18]=[CH:17][C:4]=1[O:5][C:6]1[CH:15]=[C:14]([F:16])[CH:13]=[CH:12][C:7]=1[C:8]([O:10][CH3:11])=[O:9])#[N:2].O.[NH2:23][NH2:24].C(N(C(C)C)C(C)C)C. Given the product [NH2:2][C:1]1[C:3]2[C:20](=[CH:19][CH:18]=[CH:17][C:4]=2[O:5][C:6]2[CH:15]=[C:14]([F:16])[CH:13]=[CH:12][C:7]=2[C:8]([O:10][CH3:11])=[O:9])[NH:24][N:23]=1, predict the reactants needed to synthesize it. (3) Given the product [CH3:1][C:2]1[CH:3]=[C:4]([N:9]2[C:13](=[O:14])/[C:12](=[N:15]\[NH:16][C:17]3[C:18]([OH:32])=[C:19]([C:23]4[CH:28]=[CH:27][CH:26]=[C:25]([C:29]([O:31][CH3:40])=[O:30])[CH:24]=4)[CH:20]=[CH:21][CH:22]=3)/[C:11]([CH3:33])=[N:10]2)[CH:5]=[CH:6][C:7]=1[CH3:8], predict the reactants needed to synthesize it. The reactants are: [CH3:1][C:2]1[CH:3]=[C:4]([N:9]2[C:13](=[O:14])[C:12](=[N:15][NH:16][C:17]3[C:18]([OH:32])=[C:19]([C:23]4[CH:28]=[CH:27][CH:26]=[C:25]([C:29]([OH:31])=[O:30])[CH:24]=4)[CH:20]=[CH:21][CH:22]=3)[C:11]([CH3:33])=[N:10]2)[CH:5]=[CH:6][C:7]=1[CH3:8].S(=O)(=O)(O)O.O.[CH3:40]COC(C)=O. (4) The reactants are: Br[C:2]1[C:3](=[O:10])[N:4]([CH3:9])[N:5]=[C:6]([Cl:8])[CH:7]=1.[NH2:11][C:12]1[N:17]=[CH:16][C:15]([CH:18]2[CH2:23][CH2:22][N:21]([C:24]([O:26][C:27]([CH3:30])([CH3:29])[CH3:28])=[O:25])[CH2:20][CH2:19]2)=[CH:14][CH:13]=1.CC1(C)C2C(=C(P(C3C=CC=CC=3)C3C=CC=CC=3)C=CC=2)OC2C(P(C3C=CC=CC=3)C3C=CC=CC=3)=CC=CC1=2.C(=O)([O-])[O-].[Cs+].[Cs+]. Given the product [Cl:8][C:6]1[CH:7]=[C:2]([NH:11][C:12]2[N:17]=[CH:16][C:15]([CH:18]3[CH2:23][CH2:22][N:21]([C:24]([O:26][C:27]([CH3:30])([CH3:29])[CH3:28])=[O:25])[CH2:20][CH2:19]3)=[CH:14][CH:13]=2)[C:3](=[O:10])[N:4]([CH3:9])[N:5]=1, predict the reactants needed to synthesize it. (5) The reactants are: O[CH:2]1C2C(=CC=CC=2)C(=O)[N:3]1CC1SC=CC=1.[O:18]=[C:19]1[C:27]2[C:22](=[CH:23][CH:24]=[CH:25][CH:26]=2)[CH:21]([S:28][CH2:29][C:30]([NH:32][C:33]2S[CH:35]=[CH:36][N:37]=2)=[O:31])[N:20]1[CH2:38][C:39]1[S:40][CH:41]=[CH:42][CH:43]=1. Given the product [O:18]=[C:19]1[C:27]2[C:22](=[CH:23][CH:24]=[CH:25][CH:26]=2)[CH:21]([S:28][CH2:29][C:30]([NH:32][C:33]2[CH:2]=[N:3][CH:35]=[CH:36][N:37]=2)=[O:31])[N:20]1[CH2:38][C:39]1[S:40][CH:41]=[CH:42][CH:43]=1, predict the reactants needed to synthesize it. (6) Given the product [CH3:24][O:25][C:26]1[CH:31]=[C:30]([O:32][CH3:33])[CH:29]=[CH:28][C:27]=1[C:2]1[CH:3]=[C:4]2[C:8]3=[C:9]([CH2:11][CH2:12][N:7]3[C@@H:6]3[CH2:13][CH2:14][N:15]([C:17]([O:19][C:20]([CH3:21])([CH3:22])[CH3:23])=[O:18])[CH2:16][C@H:5]23)[CH:10]=1, predict the reactants needed to synthesize it. The reactants are: Br[C:2]1[CH:3]=[C:4]2[C:8]3=[C:9]([CH2:11][CH2:12][N:7]3[C@@H:6]3[CH2:13][CH2:14][N:15]([C:17]([O:19][C:20]([CH3:23])([CH3:22])[CH3:21])=[O:18])[CH2:16][C@H:5]23)[CH:10]=1.[CH3:24][O:25][C:26]1[CH:31]=[C:30]([O:32][CH3:33])[CH:29]=[CH:28][C:27]=1B(O)O.